This data is from Full USPTO retrosynthesis dataset with 1.9M reactions from patents (1976-2016). The task is: Predict the reactants needed to synthesize the given product. (1) The reactants are: [CH3:1][O:2][C:3]1[C:4](=[O:25])[C:5]([CH3:24])=[C:6]([CH:12]([C:18]2[CH:23]=[CH:22][CH:21]=[CH:20][CH:19]=2)[CH2:13][CH2:14][C:15]([OH:17])=[O:16])[C:7](=[O:11])[C:8]=1[O:9][CH3:10].[N+:26]([O-:34])([O:28][CH2:29][CH2:30][CH2:31][CH2:32]O)=[O:27].C(N=C=NCCCN(C)C)C. Given the product [CH3:1][O:2][C:3]1[C:4](=[O:25])[C:5]([CH3:24])=[C:6]([CH:12]([C:18]2[CH:23]=[CH:22][CH:21]=[CH:20][CH:19]=2)[CH2:13][CH2:14][C:15]([O:17][CH2:32][CH2:31][CH2:30][CH2:29][O:28][N+:26]([O-:34])=[O:27])=[O:16])[C:7](=[O:11])[C:8]=1[O:9][CH3:10], predict the reactants needed to synthesize it. (2) Given the product [Cl:1][C:2]1[N:7]=[C:6]([N:18]2[CH2:19][CH2:20][CH:16]([NH:15][C:12](=[O:14])[CH3:13])[CH2:17]2)[CH:5]=[C:4]([CH2:9][CH2:10][CH3:11])[N:3]=1, predict the reactants needed to synthesize it. The reactants are: [Cl:1][C:2]1[N:7]=[C:6](Cl)[CH:5]=[C:4]([CH2:9][CH2:10][CH3:11])[N:3]=1.[C:12]([NH:15][CH:16]1[CH2:20][CH2:19][NH:18][CH2:17]1)(=[O:14])[CH3:13].C(N(C(C)C)CC)(C)C. (3) Given the product [CH:26]([C:25]1[CH:24]=[N:23][N:22]([C:29]2[CH:34]=[CH:33][CH:32]=[CH:31][C:30]=2[O:35][C:36]([F:38])([F:39])[F:37])[C:21]=1[CH2:20][O:19][C:16]1[N:15]=[C:14]([CH3:40])[C:13]([N:11]([CH2:10][C:6]2[CH:5]=[C:4]([CH:9]=[CH:8][CH:7]=2)[C:3]([OH:41])=[O:2])[CH3:12])=[CH:18][CH:17]=1)([CH3:28])[CH3:27], predict the reactants needed to synthesize it. The reactants are: C[O:2][C:3](=[O:41])[C:4]1[CH:9]=[CH:8][CH:7]=[C:6]([CH2:10][N:11]([C:13]2[C:14]([CH3:40])=[N:15][C:16]([O:19][CH2:20][C:21]3[N:22]([C:29]4[CH:34]=[CH:33][CH:32]=[CH:31][C:30]=4[O:35][C:36]([F:39])([F:38])[F:37])[N:23]=[CH:24][C:25]=3[CH:26]([CH3:28])[CH3:27])=[CH:17][CH:18]=2)[CH3:12])[CH:5]=1.[OH-].[Li+].